This data is from Full USPTO retrosynthesis dataset with 1.9M reactions from patents (1976-2016). The task is: Predict the reactants needed to synthesize the given product. (1) Given the product [CH2:16]([N:9]1[C@@H:8]([CH3:7])[CH2:13][C:12](=[CH2:1])[CH2:11][C@@H:10]1[CH3:15])[C:17]1[CH:22]=[CH:21][CH:20]=[CH:19][CH:18]=1, predict the reactants needed to synthesize it. The reactants are: [CH3:1]C(C)([O-])C.[K+].[CH3:7][C@H:8]1[CH2:13][C:12](=O)[CH2:11][C@H:10]([CH3:15])[N:9]1[CH2:16][C:17]1[CH:22]=[CH:21][CH:20]=[CH:19][CH:18]=1. (2) Given the product [Cl:1][C:2]1[CH:3]=[CH:4][C:5]([CH3:11])=[C:6]([CH:10]=1)[C:7]([NH:26][CH:23]1[CH2:25][CH2:24]1)=[O:9], predict the reactants needed to synthesize it. The reactants are: [Cl:1][C:2]1[CH:3]=[CH:4][C:5]([CH3:11])=[C:6]([CH:10]=1)[C:7]([OH:9])=O.CN(C=O)C.C(Cl)(=O)C(Cl)=O.[CH:23]1([NH2:26])[CH2:25][CH2:24]1.CCN(C(C)C)C(C)C.